From a dataset of Acute oral toxicity (LD50) regression data from Zhu et al.. Regression/Classification. Given a drug SMILES string, predict its toxicity properties. Task type varies by dataset: regression for continuous values (e.g., LD50, hERG inhibition percentage) or binary classification for toxic/non-toxic outcomes (e.g., AMES mutagenicity, cardiotoxicity, hepatotoxicity). Dataset: ld50_zhu. (1) The compound is O=C(OC1CCCCC1)c1ccccc1C(=O)OC1CCCCC1. The rat oral LD50 is 1.04, given as -log10 of the dose in mol/kg body weight (higher means more acutely toxic). (2) The compound is ClC1=C(Cl)C2(Cl)C(C(Cl)Cl)CC1(Cl)C2(Cl)Cl. The rat oral LD50 is 2.38, given as -log10 of the dose in mol/kg body weight (higher means more acutely toxic). (3) The molecule is FC(F)(F)c1nc2c(Cl)cc(Cl)cc2[nH]1. The rat oral LD50 is 4.89, given as -log10 of the dose in mol/kg body weight (higher means more acutely toxic). (4) The compound is Cc1ccc(SN2C(=O)c3ccccc3C2=O)cc1. The rat oral LD50 is 1.73, given as -log10 of the dose in mol/kg body weight (higher means more acutely toxic). (5) The compound is O=NN1CCCCCCCC1. The rat oral LD50 is 2.44, given as -log10 of the dose in mol/kg body weight (higher means more acutely toxic). (6) The rat oral LD50 is 1.51, given as -log10 of the dose in mol/kg body weight (higher means more acutely toxic). The molecule is Cn1c([N+](=O)[O-])cnc1C=Cc1ccnc(N)n1.